Dataset: Full USPTO retrosynthesis dataset with 1.9M reactions from patents (1976-2016). Task: Predict the reactants needed to synthesize the given product. (1) Given the product [Br:22][C:23]1[CH:24]=[CH:25][C:26]([CH2:29][O:20][C:17]2[CH:18]=[CH:19][N:14]([C:9]3[CH:8]=[CH:7][C:6]4[C:11](=[C:12]([CH3:13])[N:4]([CH:1]5[CH2:2][CH2:3]5)[N:5]=4)[CH:10]=3)[C:15](=[O:21])[CH:16]=2)=[N:27][CH:28]=1, predict the reactants needed to synthesize it. The reactants are: [CH:1]1([N:4]2[C:12]([CH3:13])=[C:11]3[C:6]([CH:7]=[CH:8][C:9]([N:14]4[CH:19]=[CH:18][C:17]([OH:20])=[CH:16][C:15]4=[O:21])=[CH:10]3)=[N:5]2)[CH2:3][CH2:2]1.[Br:22][C:23]1[CH:24]=[CH:25][C:26]([CH2:29]O)=[N:27][CH:28]=1.C1(P(C2C=CC=CC=2)C2C=CC=CC=2)C=CC=CC=1.O. (2) Given the product [ClH:1].[Cl:1][C:2]1[CH:7]=[CH:6][C:5]([NH:8][C:9]([NH:24][C:20]2[CH:21]=[CH:22][CH:23]=[C:18]([C:16]3[CH:15]=[CH:14][N:13]=[C:12]([CH3:11])[N:17]=3)[CH:19]=2)=[O:10])=[CH:4][CH:3]=1, predict the reactants needed to synthesize it. The reactants are: [Cl:1][C:2]1[CH:7]=[CH:6][C:5]([N:8]=[C:9]=[O:10])=[CH:4][CH:3]=1.[CH3:11][C:12]1[N:17]=[C:16]([C:18]2[CH:19]=[C:20]([NH2:24])[CH:21]=[CH:22][CH:23]=2)[CH:15]=[CH:14][N:13]=1.Cl.O1CCOCC1. (3) Given the product [OH:1][C@H:2]([C:18]1[CH:23]=[CH:22][CH:21]=[CH:20][CH:19]=1)[C@H:3]([NH:7][C:8](=[O:17])[O:9][CH2:10][C:11]1[CH:12]=[CH:13][CH:14]=[CH:15][CH:16]=1)[CH2:4][CH:5]=[CH2:6], predict the reactants needed to synthesize it. The reactants are: [O:1]=[C:2]([C:18]1[CH:23]=[CH:22][CH:21]=[CH:20][CH:19]=1)[C@H:3]([NH:7][C:8](=[O:17])[O:9][CH2:10][C:11]1[CH:16]=[CH:15][CH:14]=[CH:13][CH:12]=1)[CH2:4][CH:5]=[CH2:6].C([BH-](C(CC)C)C(CC)C)(CC)C.[Li+]. (4) Given the product [CH3:62][O:61][CH:60]([O:63][CH3:64])[CH2:59][NH:10][C:11]([N:23]1[CH2:32][CH2:31][C:30]2[C:25](=[CH:26][C:27]([O:33][CH2:34][CH2:35][NH:36][S:37]([CH2:40][CH2:41][CH3:42])(=[O:38])=[O:39])=[CH:28][CH:29]=2)[CH:24]1[C:43]1([C:47]2[CH:52]=[CH:51][C:50]([F:53])=[CH:49][CH:48]=2)[CH2:46][CH2:45][CH2:44]1)=[NH:12], predict the reactants needed to synthesize it. The reactants are: C(OC(=O)[NH:10]/[C:11](/[N:23]1[CH2:32][CH2:31][C:30]2[C:25](=[CH:26][C:27]([O:33][CH2:34][CH2:35][NH:36][S:37]([CH2:40][CH2:41][CH3:42])(=[O:39])=[O:38])=[CH:28][CH:29]=2)[CH:24]1[C:43]1([C:47]2[CH:52]=[CH:51][C:50]([F:53])=[CH:49][CH:48]=2)[CH2:46][CH2:45][CH2:44]1)=[N:12]\C(=O)OCC1C=CC=CC=1)C1C=CC=CC=1.C[O-].[Na+].Br[CH2:59][CH:60]([O:63][CH3:64])[O:61][CH3:62]. (5) Given the product [CH2:42]1[C@@H:47]2[C@H:49]([CH2:10][N:11]3[CH2:12][CH2:13][CH:14]([NH:17][C:18]([C:20]4[NH:21][C:22]5[C:27]([CH:28]=4)=[C:26]([O:29][CH2:30][C:31]4[C:35]6[CH:36]=[C:37]([Cl:40])[CH:38]=[CH:39][C:34]=6[O:33][CH:32]=4)[CH:25]=[CH:24][CH:23]=5)=[O:19])[CH2:15][CH2:16]3)[CH2:50][CH2:51][N:46]2[CH2:45][CH2:44][O:43]1, predict the reactants needed to synthesize it. The reactants are: OC1C(O)CCN(C(C)[CH2:10][N:11]2[CH2:16][CH2:15][CH:14]([NH:17][C:18]([C:20]3[NH:21][C:22]4[C:27]([CH:28]=3)=[C:26]([O:29][CH2:30][C:31]3[C:35]5[CH:36]=[C:37]([Cl:40])[CH:38]=[CH:39][C:34]=5[O:33][CH:32]=3)[CH:25]=[CH:24][CH:23]=4)=[O:19])[CH2:13][CH2:12]2)C1.[CH2:42]1[CH:47]2C(CO)[CH2:49][CH2:50][CH2:51][N:46]2[CH2:45][CH2:44][O:43]1. (6) Given the product [Cl:1][C:2]1[N:6]2[CH:7]=[C:8]([C:15]3[CH:16]=[N:17][NH:18][CH:19]=3)[CH:9]=[C:10]([C:11]([F:13])([F:14])[F:12])[C:5]2=[N:4][C:3]=1[C:20]([N:23]1[CH2:24][CH2:25][CH:26]([N:29]2[C:33](=[O:34])[CH2:32][NH:31][C:30]2=[O:35])[CH2:27][CH2:28]1)=[O:22], predict the reactants needed to synthesize it. The reactants are: [Cl:1][C:2]1[N:6]2[CH:7]=[C:8]([C:15]3[CH:16]=[N:17][NH:18][CH:19]=3)[CH:9]=[C:10]([C:11]([F:14])([F:13])[F:12])[C:5]2=[N:4][C:3]=1[C:20]([OH:22])=O.[NH:23]1[CH2:28][CH2:27][CH:26]([N:29]2[C:33](=[O:34])[CH2:32][NH:31][C:30]2=[O:35])[CH2:25][CH2:24]1.OC1C2N=NNC=2C=CC=1.